This data is from Catalyst prediction with 721,799 reactions and 888 catalyst types from USPTO. The task is: Predict which catalyst facilitates the given reaction. Reactant: CN(C(ON1N=NC2C=CC=NC1=2)=[N+](C)C)C.F[P-](F)(F)(F)(F)F.[CH3:25][O:26][C:27]1[CH:28]=[C:29]([N:36]([CH3:41])[CH2:37][CH2:38][NH:39][CH3:40])[CH:30]=[CH:31][C:32]=1[N+:33]([O-:35])=[O:34].[OH:42][CH2:43][C:44]([OH:46])=O.C(N(C(C)C)C(C)C)C. Product: [OH:42][CH2:43][C:44]([N:39]([CH2:38][CH2:37][N:36]([C:29]1[CH:30]=[CH:31][C:32]([N+:33]([O-:35])=[O:34])=[C:27]([O:26][CH3:25])[CH:28]=1)[CH3:41])[CH3:40])=[O:46]. The catalyst class is: 2.